Dataset: NCI-60 drug combinations with 297,098 pairs across 59 cell lines. Task: Regression. Given two drug SMILES strings and cell line genomic features, predict the synergy score measuring deviation from expected non-interaction effect. (1) Drug 1: CC(C1=C(C=CC(=C1Cl)F)Cl)OC2=C(N=CC(=C2)C3=CN(N=C3)C4CCNCC4)N. Drug 2: CN(C(=O)NC(C=O)C(C(C(CO)O)O)O)N=O. Cell line: SK-OV-3. Synergy scores: CSS=-3.82, Synergy_ZIP=-1.60, Synergy_Bliss=-6.12, Synergy_Loewe=-8.89, Synergy_HSA=-6.36. (2) Drug 1: CC1=C(C(=CC=C1)Cl)NC(=O)C2=CN=C(S2)NC3=CC(=NC(=N3)C)N4CCN(CC4)CCO. Drug 2: C1CN1C2=NC(=NC(=N2)N3CC3)N4CC4. Cell line: HT29. Synergy scores: CSS=33.4, Synergy_ZIP=-7.36, Synergy_Bliss=3.08, Synergy_Loewe=2.60, Synergy_HSA=4.61. (3) Drug 1: CCC1=C2CN3C(=CC4=C(C3=O)COC(=O)C4(CC)O)C2=NC5=C1C=C(C=C5)O. Drug 2: COC1=C2C(=CC3=C1OC=C3)C=CC(=O)O2. Cell line: HCT-15. Synergy scores: CSS=17.9, Synergy_ZIP=7.57, Synergy_Bliss=7.07, Synergy_Loewe=-18.0, Synergy_HSA=2.31. (4) Drug 1: CN1CCC(CC1)COC2=C(C=C3C(=C2)N=CN=C3NC4=C(C=C(C=C4)Br)F)OC. Drug 2: CC(CN1CC(=O)NC(=O)C1)N2CC(=O)NC(=O)C2. Cell line: KM12. Synergy scores: CSS=16.7, Synergy_ZIP=-5.79, Synergy_Bliss=-6.98, Synergy_Loewe=-9.78, Synergy_HSA=-9.47. (5) Drug 1: CCCCCOC(=O)NC1=NC(=O)N(C=C1F)C2C(C(C(O2)C)O)O. Drug 2: C(CC(=O)O)C(=O)CN.Cl. Cell line: HOP-92. Synergy scores: CSS=-0.967, Synergy_ZIP=3.44, Synergy_Bliss=1.57, Synergy_Loewe=-8.79, Synergy_HSA=-8.87. (6) Drug 1: CC1=CC2C(CCC3(C2CCC3(C(=O)C)OC(=O)C)C)C4(C1=CC(=O)CC4)C. Drug 2: CC1C(C(CC(O1)OC2CC(CC3=C2C(=C4C(=C3O)C(=O)C5=CC=CC=C5C4=O)O)(C(=O)C)O)N)O. Cell line: NCI-H522. Synergy scores: CSS=36.3, Synergy_ZIP=-0.182, Synergy_Bliss=1.42, Synergy_Loewe=-23.2, Synergy_HSA=0.191. (7) Drug 1: CC1=C(C(=CC=C1)Cl)NC(=O)C2=CN=C(S2)NC3=CC(=NC(=N3)C)N4CCN(CC4)CCO. Drug 2: C(CCl)NC(=O)N(CCCl)N=O. Cell line: NCI-H322M. Synergy scores: CSS=1.17, Synergy_ZIP=-1.91, Synergy_Bliss=-1.31, Synergy_Loewe=-2.20, Synergy_HSA=-2.20. (8) Drug 1: C1CCC(CC1)NC(=O)N(CCCl)N=O. Drug 2: COC1=C2C(=CC3=C1OC=C3)C=CC(=O)O2. Cell line: PC-3. Synergy scores: CSS=0.144, Synergy_ZIP=-3.29, Synergy_Bliss=-2.88, Synergy_Loewe=-5.26, Synergy_HSA=-4.00.